Task: Regression. Given two drug SMILES strings and cell line genomic features, predict the synergy score measuring deviation from expected non-interaction effect.. Dataset: NCI-60 drug combinations with 297,098 pairs across 59 cell lines Drug 1: CC1OCC2C(O1)C(C(C(O2)OC3C4COC(=O)C4C(C5=CC6=C(C=C35)OCO6)C7=CC(=C(C(=C7)OC)O)OC)O)O. Drug 2: C1=CC=C(C=C1)NC(=O)CCCCCCC(=O)NO. Cell line: SK-MEL-5. Synergy scores: CSS=36.8, Synergy_ZIP=-6.00, Synergy_Bliss=2.29, Synergy_Loewe=2.02, Synergy_HSA=4.17.